Dataset: Forward reaction prediction with 1.9M reactions from USPTO patents (1976-2016). Task: Predict the product of the given reaction. (1) Given the reactants [N:1]([C@@H:4]1[CH2:10][CH2:9][C@@H:8]([C:11]2[N:15]([CH3:16])[N:14]=[CH:13][C:12]=2[N+:17]([O-:19])=[O:18])[O:7][CH2:6][C@H:5]1[OH:20])=[N+]=[N-].C1(P(C2C=CC=CC=2)C2C=CC=CC=2)C=CC=CC=1.CCN(C(C)C)C(C)C.[C:49]([O:53][C:54](O[C:54]([O:53][C:49]([CH3:52])([CH3:51])[CH3:50])=[O:55])=[O:55])([CH3:52])([CH3:51])[CH3:50], predict the reaction product. The product is: [OH:20][C@H:5]1[C@H:4]([NH:1][C:54](=[O:55])[O:53][C:49]([CH3:52])([CH3:51])[CH3:50])[CH2:10][CH2:9][C@@H:8]([C:11]2[N:15]([CH3:16])[N:14]=[CH:13][C:12]=2[N+:17]([O-:19])=[O:18])[O:7][CH2:6]1. (2) Given the reactants C(OC([N:8]1[CH2:13][CH2:12][N:11]([CH2:14][C:15]2[CH:39]=[CH:38][C:18]3[NH:19][C:20]([C:22]4[C:26]([NH:27][C:28](=[O:37])[C:29]5[C:34]([F:35])=[CH:33][CH:32]=[CH:31][C:30]=5[F:36])=[CH:25][NH:24][N:23]=4)=[N:21][C:17]=3[CH:16]=2)[CH2:10][CH2:9]1)=O)(C)(C)C.Cl.CCOC(C)=O, predict the reaction product. The product is: [F:35][C:34]1[CH:33]=[CH:32][CH:31]=[C:30]([F:36])[C:29]=1[C:28]([NH:27][C:26]1[C:22]([C:20]2[NH:19][C:18]3[CH:38]=[CH:39][C:15]([CH2:14][N:11]4[CH2:10][CH2:9][NH:8][CH2:13][CH2:12]4)=[CH:16][C:17]=3[N:21]=2)=[N:23][NH:24][CH:25]=1)=[O:37]. (3) Given the reactants [NH2:1][CH:2]([C:6]1[N:15]([CH2:16][C:17]2[CH:22]=[CH:21][CH:20]=[CH:19][CH:18]=2)[C:14](=[O:23])[C:13]2[C:8](=[CH:9][C:10]([Cl:24])=[CH:11][CH:12]=2)[N:7]=1)[CH:3]([CH3:5])[CH3:4].[C:25]([O:29][C:30](=[O:37])[NH:31][C:32]([CH3:36])([CH3:35])[CH:33]=O)([CH3:28])([CH3:27])[CH3:26].C(O[BH-](OC(=O)C)OC(=O)C)(=O)C.[Na+], predict the reaction product. The product is: [C:25]([O:29][C:30](=[O:37])[NH:31][C:32]([CH3:36])([CH3:35])[CH2:33][NH:1][CH:2]([C:6]1[N:15]([CH2:16][C:17]2[CH:18]=[CH:19][CH:20]=[CH:21][CH:22]=2)[C:14](=[O:23])[C:13]2[C:8](=[CH:9][C:10]([Cl:24])=[CH:11][CH:12]=2)[N:7]=1)[CH:3]([CH3:5])[CH3:4])([CH3:28])([CH3:27])[CH3:26]. (4) Given the reactants [NH2:1][C:2]1[CH:12]=[CH:11][C:5]2[NH:6][C:7](=[O:10])[CH2:8][O:9][C:4]=2[CH:3]=1.[F:13][C:14]1[CH:31]=[CH:30][C:17]([CH2:18][CH:19]2[CH2:24][CH2:23][N:22]([C:25](=[O:29])[C:26](O)=[O:27])[CH2:21][CH2:20]2)=[CH:16][CH:15]=1, predict the reaction product. The product is: [F:13][C:14]1[CH:31]=[CH:30][C:17]([CH2:18][CH:19]2[CH2:20][CH2:21][N:22]([C:25](=[O:29])[C:26]([NH:1][C:2]3[CH:12]=[CH:11][C:5]4[NH:6][C:7](=[O:10])[CH2:8][O:9][C:4]=4[CH:3]=3)=[O:27])[CH2:23][CH2:24]2)=[CH:16][CH:15]=1. (5) Given the reactants [C:1]([N:20]1[CH:24]=[CH:23][N:22]=[C:21]1[CH2:25][CH:26]=[O:27])([C:14]1[CH:19]=[CH:18][CH:17]=[CH:16][CH:15]=1)([C:8]1[CH:13]=[CH:12][CH:11]=[CH:10][CH:9]=1)[C:2]1[CH:7]=[CH:6][CH:5]=[CH:4][CH:3]=1.[BH4-].[Na+], predict the reaction product. The product is: [C:1]([N:20]1[CH:24]=[CH:23][N:22]=[C:21]1[CH2:25][CH2:26][OH:27])([C:14]1[CH:15]=[CH:16][CH:17]=[CH:18][CH:19]=1)([C:8]1[CH:9]=[CH:10][CH:11]=[CH:12][CH:13]=1)[C:2]1[CH:7]=[CH:6][CH:5]=[CH:4][CH:3]=1. (6) Given the reactants [Br:1][C:2]1[CH:3]=[CH:4][C:5]2[NH:14][C:13](=O)[CH2:12][N:11]3[C:7](=[N:8][C:9]([CH2:16][O:17][CH3:18])=[N:10]3)[C:6]=2[CH:19]=1.ClC1C=CC2NC(=O)C[N:30]3[C:26](=[N:27][C:28](COC)=[N:29]3)C=2C=1, predict the reaction product. The product is: [Br:1][C:2]1[CH:3]=[CH:4][C:5]2[N:14]=[C:13]([N:29]3[CH:28]=[N:27][CH:26]=[N:30]3)[CH2:12][N:11]3[C:7]([C:6]=2[CH:19]=1)=[N:8][C:9]([CH2:16][O:17][CH3:18])=[N:10]3. (7) Given the reactants OC(C(F)(F)F)=O.Br[C:9]1[CH:10]=[C:11]2[C:18]3([CH2:23][C:22](=[O:24])[N:21]([CH3:25])[C:20](=[NH:26])[NH:19]3)[CH2:17][CH:16]([C:27]3[CH:32]=[CH:31][CH:30]=[CH:29][CH:28]=3)[O:15][C:12]2=[CH:13][CH:14]=1.[N:33]1[CH:38]=[CH:37][CH:36]=[C:35](B(O)O)[CH:34]=1.C([O-])([O-])=O.[Cs+].[Cs+].O, predict the reaction product. The product is: [NH:26]=[C:20]1[NH:19][C:18]2([C:11]3[C:12](=[CH:13][CH:14]=[C:9]([C:35]4[CH:34]=[N:33][CH:38]=[CH:37][CH:36]=4)[CH:10]=3)[O:15][CH:16]([C:27]3[CH:32]=[CH:31][CH:30]=[CH:29][CH:28]=3)[CH2:17]2)[CH2:23][C:22](=[O:24])[N:21]1[CH3:25]. (8) Given the reactants C(OC(=O)[NH:7][CH:8]([C:16](=[O:40])[NH:17][CH:18]1[CH2:23][CH2:22][CH2:21][CH:20]([N:24]2[C:33]3[CH:32]=[CH:31][CH:30]=[C:29]([Cl:34])[C:28]=3[C:27]3=[N:35][O:36][C:37]([CH3:38])=[C:26]3[C:25]2=[O:39])[CH2:19]1)[CH2:9][C:10]1[CH:15]=[CH:14][CH:13]=[CH:12][CH:11]=1)(C)(C)C, predict the reaction product. The product is: [NH2:7][CH:8]([CH2:9][C:10]1[CH:11]=[CH:12][CH:13]=[CH:14][CH:15]=1)[C:16]([NH:17][CH:18]1[CH2:23][CH2:22][CH2:21][CH:20]([N:24]2[C:33]3[CH:32]=[CH:31][CH:30]=[C:29]([Cl:34])[C:28]=3[C:27]3=[N:35][O:36][C:37]([CH3:38])=[C:26]3[C:25]2=[O:39])[CH2:19]1)=[O:40]. (9) The product is: [CH3:34][C:27]1([CH3:26])[CH2:28][CH:29]([NH:49][C:57]([NH:1][C:2]2[CH:7]=[C:6]([C:8]3[C:22]([CH3:23])=[N:21][C:11]4[N:12]=[C:13]([NH:16][CH2:17][CH2:18][O:19][CH3:20])[N:14]=[CH:15][C:10]=4[CH:9]=3)[C:5]([CH3:24])=[CH:4][C:3]=2[F:25])=[O:52])[CH2:30]1. Given the reactants [NH2:1][C:2]1[C:3]([F:25])=[CH:4][C:5]([CH3:24])=[C:6]([C:8]2[C:22]([CH3:23])=[N:21][C:11]3[N:12]=[C:13]([NH:16][CH2:17][CH2:18][O:19][CH3:20])[N:14]=[CH:15][C:10]=3[CH:9]=2)[CH:7]=1.[CH3:26][C:27]1([CH3:34])[CH2:30][CH:29](C(O)=O)[CH2:28]1.C1C=CC(P([N:49]=[N+]=[N-])(C2C=CC=CC=2)=O)=CC=1.[O:52]1[CH2:57]COCC1, predict the reaction product.